This data is from Catalyst prediction with 721,799 reactions and 888 catalyst types from USPTO. The task is: Predict which catalyst facilitates the given reaction. (1) The catalyst class is: 32. Product: [ClH:26].[NH2:7][CH2:8][C@@H:9]([N:16]([CH3:17])[C:18](=[O:28])[CH2:19][C:20]1[CH:25]=[CH:24][C:23]([Cl:26])=[C:22]([Cl:27])[CH:21]=1)[C:10]1[CH:15]=[CH:14][CH:13]=[CH:12][CH:11]=1. Reactant: C(OC(=O)[NH:7][CH2:8][C@@H:9]([N:16]([C:18](=[O:28])[CH2:19][C:20]1[CH:25]=[CH:24][C:23]([Cl:26])=[C:22]([Cl:27])[CH:21]=1)[CH3:17])[C:10]1[CH:15]=[CH:14][CH:13]=[CH:12][CH:11]=1)(C)(C)C.Cl. (2) Reactant: [Br:1][C:2]1[C:8]([Cl:9])=[C:7]([Br:10])[CH:6]=[C:5]([Cl:11])[C:3]=1N.N(OC(C)(C)C)=O. Product: [Br:1][C:2]1[CH:3]=[C:5]([Cl:11])[CH:6]=[C:7]([Br:10])[C:8]=1[Cl:9]. The catalyst class is: 14.